This data is from Catalyst prediction with 721,799 reactions and 888 catalyst types from USPTO. The task is: Predict which catalyst facilitates the given reaction. Reactant: FC(F)(F)C(O)=O.[O:8]=[C:9]1[CH:13]=[CH:12][C:11](=[O:14])[N:10]1[CH2:15][CH2:16][CH2:17][C:18]([NH:20][NH2:21])=[O:19].[C:22]([C:25]1[CH:80]=[CH:79][C:28]([O:29][CH2:30][CH2:31][O:32][C:33]2[CH:34]=[C:35]([CH2:59][O:60][C:61]3[C:62]([O:77][CH3:78])=[CH:63][C:64]4[C:70](=[O:71])[N:69]5[CH2:72][CH2:73][CH2:74][CH2:75][C@@H:68]5[CH:67]=[N:66][C:65]=4[CH:76]=3)[CH:36]=[C:37]([CH2:39][O:40][C:41]3[C:42]([O:57][CH3:58])=[CH:43][C:44]4[C:50](=[O:51])[N:49]5[CH2:52][CH2:53][CH2:54][CH2:55][C@@H:48]5[CH:47]=[N:46][C:45]=4[CH:56]=3)[CH:38]=2)=[CH:27][CH:26]=1)(=O)[CH3:23]. Product: [CH3:78][O:77][C:62]1[C:61]([O:60][CH2:59][C:35]2[CH:34]=[C:33]([CH:38]=[C:37]([CH2:39][O:40][C:41]3[C:42]([O:57][CH3:58])=[CH:43][C:44]4[C:50](=[O:51])[N:49]5[CH2:52][CH2:53][CH2:54][CH2:55][C@H:48]5[CH:47]=[N:46][C:45]=4[CH:56]=3)[CH:36]=2)[O:32][CH2:31][CH2:30][O:29][C:28]2[CH:79]=[CH:80][C:25](/[C:22](=[N:21]/[NH:20][C:18](=[O:19])[CH2:17][CH2:16][CH2:15][N:10]3[C:9](=[O:8])[CH:13]=[CH:12][C:11]3=[O:14])/[CH3:23])=[CH:26][CH:27]=2)=[CH:76][C:65]2[N:66]=[CH:67][C@@H:68]3[CH2:75][CH2:74][CH2:73][CH2:72][N:69]3[C:70](=[O:71])[C:64]=2[CH:63]=1. The catalyst class is: 2.